This data is from Reaction yield outcomes from USPTO patents with 853,638 reactions. The task is: Predict the reaction yield, written as a fraction of the theoretical maximum amount of product (1.0 means a 100% yield; for example, 0.34 means a 34% yield). (1) The reactants are [CH3:1][O:2][C@@H:3]1[C@@H:7]([CH2:8][S:9]([C:12]2[CH:17]=[CH:16][CH:15]=[CH:14][CH:13]=2)(=[O:11])=[O:10])[C@H:6]([CH2:18][C@@H:19]2[C:24](=[CH2:25])[C@H:23]([CH3:26])[CH2:22][C@H:21]([CH2:27][CH2:28][CH2:29][O:30][Si:31]([CH2:36][CH3:37])([CH2:34][CH3:35])[CH2:32][CH3:33])[O:20]2)[O:5][C@@H:4]1[CH2:38][C@@H:39]([CH2:48][O:49][Si:50]([CH3:56])([CH3:55])[C:51]([CH3:54])([CH3:53])[CH3:52])[O:40][Si:41]([CH3:47])([CH3:46])[C:42]([CH3:45])([CH3:44])[CH3:43].[Li]CCCC.CCCCCC.[C:68]([O:76][C@@H:77]([CH2:100][C:101]([Br:103])=[CH2:102])[CH2:78][CH2:79][C@@:80]12[O:99][C@@H:83]3[C@H:84]4[C@@H:89]([O:90][C@@H:82]3[CH2:81]1)[C@@H:88]([O:91]2)[C@H:87]1[O:92][C@@H:93]([CH2:96][CH:97]=[O:98])[CH2:94][CH2:95][C@@H:86]1[O:85]4)(=[O:75])[C:69]1[CH:74]=[CH:73][CH:72]=[CH:71][CH:70]=1. The catalyst is C1COCC1.CCCCCCC. The product is [C:68]([O:76][C@@H:77]([CH2:100][C:101]([Br:103])=[CH2:102])[CH2:78][CH2:79][C@@:80]12[O:99][C@@H:83]3[C@H:84]4[C@@H:89]([O:90][C@@H:82]3[CH2:81]1)[C@@H:88]([O:91]2)[C@H:87]1[O:92][C@@H:93]([CH2:96][CH:97]([OH:98])[CH:8]([C@@H:7]2[C@@H:3]([O:2][CH3:1])[C@@H:4]([CH2:38][C@H:39]([O:40][Si:41]([C:42]([CH3:43])([CH3:44])[CH3:45])([CH3:47])[CH3:46])[CH2:48][O:49][Si:50]([C:51]([CH3:52])([CH3:53])[CH3:54])([CH3:56])[CH3:55])[O:5][C@H:6]2[CH2:18][C@@H:19]2[C:24](=[CH2:25])[C@H:23]([CH3:26])[CH2:22][C@H:21]([CH2:27][CH2:28][CH2:29][O:30][Si:31]([CH2:34][CH3:35])([CH2:36][CH3:37])[CH2:32][CH3:33])[O:20]2)[S:9]([C:12]2[CH:13]=[CH:14][CH:15]=[CH:16][CH:17]=2)(=[O:11])=[O:10])[CH2:94][CH2:95][C@@H:86]1[O:85]4)(=[O:75])[C:69]1[CH:70]=[CH:71][CH:72]=[CH:73][CH:74]=1. The yield is 1.30. (2) The reactants are [CH3:1][N:2]([CH3:32])[C:3]([C:5]1[N:26]([CH:27]2[CH2:31][CH2:30][CH2:29][CH2:28]2)[C:8]2[N:9]=[C:10]([NH:13][C:14]3[CH:19]=[CH:18][C:17]([N:20]4[CH2:25][CH2:24][NH:23][CH2:22][CH2:21]4)=[CH:16][N:15]=3)[N:11]=[CH:12][C:7]=2[CH:6]=1)=[O:4].[N:33]1([C:39](Br)=[O:40])[CH2:38][CH2:37][CH2:36][CH2:35][CH2:34]1. No catalyst specified. The product is [CH3:1][N:2]([CH3:32])[C:3]([C:5]1[N:26]([CH:27]2[CH2:31][CH2:30][CH2:29][CH2:28]2)[C:8]2[N:9]=[C:10]([NH:13][C:14]3[CH:19]=[CH:18][C:17]([N:20]4[CH2:21][CH2:22][N:23]([C:39]([N:33]5[CH2:38][CH2:37][CH2:36][CH2:35][CH2:34]5)=[O:40])[CH2:24][CH2:25]4)=[CH:16][N:15]=3)[N:11]=[CH:12][C:7]=2[CH:6]=1)=[O:4]. The yield is 0.640.